Dataset: Forward reaction prediction with 1.9M reactions from USPTO patents (1976-2016). Task: Predict the product of the given reaction. Given the reactants C([NH:5][S:6]([C:9]1[S:10][C:11]([C:14]2[N:15]=[CH:16][N:17]([C:19]3[N:24]=[C:23]([CH3:25])[CH:22]=[C:21]([C:26]4[CH:31]=[CH:30][C:29]([C:32]([F:35])([F:34])[F:33])=[CH:28][CH:27]=4)[N:20]=3)[CH:18]=2)=[CH:12][CH:13]=1)(=[O:8])=[O:7])(C)(C)C.C(O)(C(F)(F)F)=O, predict the reaction product. The product is: [CH3:25][C:23]1[CH:22]=[C:21]([C:26]2[CH:31]=[CH:30][C:29]([C:32]([F:35])([F:33])[F:34])=[CH:28][CH:27]=2)[N:20]=[C:19]([N:17]2[CH:18]=[C:14]([C:11]3[S:10][C:9]([S:6]([NH2:5])(=[O:8])=[O:7])=[CH:13][CH:12]=3)[N:15]=[CH:16]2)[N:24]=1.